From a dataset of Full USPTO retrosynthesis dataset with 1.9M reactions from patents (1976-2016). Predict the reactants needed to synthesize the given product. (1) Given the product [C:19]([NH:18][C@@H:10]([CH2:11][C:12]1[CH:17]=[CH:16][CH:15]=[CH:14][CH:13]=1)[C:9](=[O:27])[CH2:8][CH2:7][C:6]([NH:5][C@H:4]([C:3]([OH:39])=[O:2])[CH2:29][C:30]1[C:38]2[C:33](=[CH:34][CH:35]=[CH:36][CH:37]=2)[NH:32][CH:31]=1)=[O:28])(=[O:26])[C:20]1[CH:25]=[CH:24][CH:23]=[CH:22][CH:21]=1, predict the reactants needed to synthesize it. The reactants are: C[O:2][C:3](=[O:39])[C@H:4]([CH2:29][C:30]1[C:38]2[C:33](=[CH:34][CH:35]=[CH:36][CH:37]=2)[NH:32][CH:31]=1)[NH:5][C:6](=[O:28])[CH2:7][CH2:8][C:9](=[O:27])[C@@H:10]([NH:18][C:19](=[O:26])[C:20]1[CH:25]=[CH:24][CH:23]=[CH:22][CH:21]=1)[CH2:11][C:12]1[CH:17]=[CH:16][CH:15]=[CH:14][CH:13]=1.C1COCC1.CO.[Li+].[OH-]. (2) Given the product [CH3:1][O:2][C:3]1[CH:4]=[C:5]([N:9]2[C:13]([C:14]3[CH:19]=[CH:18][CH:17]=[C:16]([C:20]([F:21])([F:22])[F:23])[CH:15]=3)=[CH:12][C:11]([C:24]([OH:26])=[O:25])=[N:10]2)[CH:6]=[CH:7][CH:8]=1, predict the reactants needed to synthesize it. The reactants are: [CH3:1][O:2][C:3]1[CH:4]=[C:5]([N:9]2[C:13]([C:14]3[CH:19]=[CH:18][CH:17]=[C:16]([C:20]([F:23])([F:22])[F:21])[CH:15]=3)=[CH:12][C:11]([C:24]([O:26]CC)=[O:25])=[N:10]2)[CH:6]=[CH:7][CH:8]=1.[OH-].[K+]. (3) Given the product [F:24][C:25]1[CH:30]=[CH:29][C:28]([C:2]2[S:6][C:5]([N:7]([CH:17]([CH3:19])[CH3:18])[C:8]([C@H:10]3[CH2:15][CH2:14][C@H:13]([CH3:16])[CH2:12][CH2:11]3)=[O:9])=[C:4]([C:20]([O:22][CH3:23])=[O:21])[CH:3]=2)=[CH:27][CH:26]=1, predict the reactants needed to synthesize it. The reactants are: Br[C:2]1[S:6][C:5]([N:7]([CH:17]([CH3:19])[CH3:18])[C:8]([C@H:10]2[CH2:15][CH2:14][C@H:13]([CH3:16])[CH2:12][CH2:11]2)=[O:9])=[C:4]([C:20]([O:22][CH3:23])=[O:21])[CH:3]=1.[F:24][C:25]1[CH:30]=[CH:29][C:28](B(O)O)=[CH:27][CH:26]=1.C(=O)([O-])[O-].[Na+].[Na+]. (4) Given the product [Cl:1][C:2]1[N:7]=[N:6][C:5]([CH2:8][N:26]2[CH:25]=[CH:24][N:23]=[C:22]2[C:18]2[CH:19]=[CH:20][CH:21]=[C:16]([F:15])[N:17]=2)=[C:4]([N:10]([CH2:13][CH3:14])[CH2:11][CH3:12])[CH:3]=1, predict the reactants needed to synthesize it. The reactants are: [Cl:1][C:2]1[N:7]=[N:6][C:5]([CH2:8]Cl)=[C:4]([N:10]([CH2:13][CH3:14])[CH2:11][CH3:12])[CH:3]=1.[F:15][C:16]1[CH:21]=[CH:20][CH:19]=[C:18]([C:22]2[NH:23][CH:24]=[CH:25][N:26]=2)[N:17]=1.C([O-])([O-])=O.[K+].[K+]. (5) Given the product [CH2:12]1[C:13]2[C:18](=[CH:17][CH:16]=[CH:15][CH:14]=2)[CH2:19][CH:11]1[N:5]([CH2:4][C:3]1[CH:20]=[C:21]([C:24]([F:25])([F:27])[F:26])[CH:22]=[CH:23][C:2]=1[B:28]1[O:32][C:31]([CH3:34])([CH3:33])[C:30]([CH3:36])([CH3:35])[O:29]1)[C:6]([CH:8]1[CH2:10][CH2:9]1)=[O:7], predict the reactants needed to synthesize it. The reactants are: Br[C:2]1[CH:23]=[CH:22][C:21]([C:24]([F:27])([F:26])[F:25])=[CH:20][C:3]=1[CH2:4][N:5]([CH:11]1[CH2:19][C:18]2[C:13](=[CH:14][CH:15]=[CH:16][CH:17]=2)[CH2:12]1)[C:6]([CH:8]1[CH2:10][CH2:9]1)=[O:7].[B:28]1([B:28]2[O:32][C:31]([CH3:34])([CH3:33])[C:30]([CH3:36])([CH3:35])[O:29]2)[O:32][C:31]([CH3:34])([CH3:33])[C:30]([CH3:36])([CH3:35])[O:29]1. (6) The reactants are: [CH2:1]([CH:3]1[CH:20]([OH:21])[CH:19]([CH3:22])[CH:18]=[C:17]([CH3:23])[CH:16]=[C:15]([O:24][CH3:25])[C:14](=[O:26])[O:13][CH:12]([CH:27]([CH:29]([OH:48])[CH:30]([CH3:47])/[C:31](=[N:41]\[O:42][CH2:43][C:44](O)=[O:45])/[CH:32]=[CH:33]/[CH:34]([CH3:40])[CH:35]([OH:39])/[CH:36]=[CH:37]/[CH3:38])[CH3:28])[CH:11]([O:49][CH3:50])[CH:10]=[CH:9][CH:8]=[C:7]([CH3:51])[CH2:6][CH:5]([CH3:52])[CH:4]1[OH:53])[CH3:2].C1C=CC2N(O)N=NC=2C=1.[N:64]1([CH:70]2[CH2:75][CH2:74][NH:73][CH2:72][CH2:71]2)[CH2:69][CH2:68][CH2:67][CH2:66][CH2:65]1.O. Given the product [N:64]1([CH:70]2[CH2:75][CH2:74][N:73]([C:44](=[O:45])[CH2:43][O:42]/[N:41]=[C:31](/[CH:32]=[CH:33]/[CH:34]([CH3:40])[CH:35]([OH:39])/[CH:36]=[CH:37]/[CH3:38])\[CH:30]([CH3:47])[CH:29]([OH:48])[CH:27]([CH:12]3[O:13][C:14](=[O:26])[C:15]([O:24][CH3:25])=[CH:16][C:17]([CH3:23])=[CH:18][CH:19]([CH3:22])[CH:20]([OH:21])[CH:3]([CH2:1][CH3:2])[CH:4]([OH:53])[CH:5]([CH3:52])[CH2:6][C:7]([CH3:51])=[CH:8][CH:9]=[CH:10][CH:11]3[O:49][CH3:50])[CH3:28])[CH2:72][CH2:71]2)[CH2:69][CH2:68][CH2:67][CH2:66][CH2:65]1, predict the reactants needed to synthesize it. (7) Given the product [CH:17]1[C:6]2[C:7](=[CH:20][CH:21]=[CH:22][CH:23]=2)[CH:11]=[CH:10][C:9]=1[S:27]([C:24]1[CH:23]=[CH:22][C:21]([CH2:20][NH:19][C:17]([C:9]2[O:8][C:12]3=[CH:13][N:14]=[CH:15][CH:16]=[C:11]3[CH:10]=2)=[O:18])=[CH:26][CH:25]=1)(=[O:29])=[O:28], predict the reactants needed to synthesize it. The reactants are: C(N([CH2:6][CH3:7])CC)C.[O:8]1[C:12]2=[CH:13][N:14]=[CH:15][CH:16]=[C:11]2[CH:10]=[C:9]1[C:17]([NH:19][CH2:20][C:21]1[CH:26]=[CH:25][C:24]([S:27]([O-:29])=[O:28])=[CH:23][CH:22]=1)=[O:18].[Na+].